Dataset: NCI-60 drug combinations with 297,098 pairs across 59 cell lines. Task: Regression. Given two drug SMILES strings and cell line genomic features, predict the synergy score measuring deviation from expected non-interaction effect. Drug 1: C1=CC(=CC=C1C#N)C(C2=CC=C(C=C2)C#N)N3C=NC=N3. Drug 2: C1=NC2=C(N=C(N=C2N1C3C(C(C(O3)CO)O)O)F)N. Cell line: KM12. Synergy scores: CSS=1.36, Synergy_ZIP=5.65, Synergy_Bliss=11.1, Synergy_Loewe=-11.8, Synergy_HSA=-3.00.